From a dataset of Peptide-MHC class I binding affinity with 185,985 pairs from IEDB/IMGT. Regression. Given a peptide amino acid sequence and an MHC pseudo amino acid sequence, predict their binding affinity value. This is MHC class I binding data. The peptide sequence is TEFQPHQLW. The MHC is HLA-B44:03 with pseudo-sequence HLA-B44:03. The binding affinity (normalized) is 0.725.